From a dataset of Full USPTO retrosynthesis dataset with 1.9M reactions from patents (1976-2016). Predict the reactants needed to synthesize the given product. Given the product [Cl:40][C:41]1[CH:46]=[CH:45][C:44]([S:47]([N:50]([CH2:59][C:60]2[CH:65]=[CH:64][C:63]([C:66]3[O:67][CH:68]=[CH:69][N:70]=3)=[CH:62][C:61]=2[F:72])[C@@H:51]2[CH2:56][CH2:55][CH2:54][CH2:53][C@H:52]2[CH2:57][OH:58])(=[O:49])=[O:48])=[CH:43][CH:42]=1, predict the reactants needed to synthesize it. The reactants are: ClC1C=CC(S(N[C@@H]2CCCC[C@H]2CO)(=O)=O)=CC=1.C(=O)([O-])[O-].[Cs+].[Cs+].BrCC1C=CC(C2OC=CN=2)=CC=1F.[Cl:40][C:41]1[CH:46]=[CH:45][C:44]([S:47]([N:50]([CH2:59][C:60]2[CH:65]=[CH:64][C:63]([C:66]3[O:67][CH:68]=[CH:69][N:70]=3)=[C:62](F)[C:61]=2[F:72])[C@@H:51]2[CH2:56][CH2:55][CH2:54][CH2:53][C@H:52]2[CH2:57][OH:58])(=[O:49])=[O:48])=[CH:43][CH:42]=1.